Dataset: Forward reaction prediction with 1.9M reactions from USPTO patents (1976-2016). Task: Predict the product of the given reaction. (1) Given the reactants Cl[C:2]1[N:7]=[C:6]([O:8][C:9]2[C:18]3[C:13](=[CH:14][CH:15]=[CH:16][CH:17]=3)[C:12]([NH:19][C:20]([NH:22][C:23]3[N:27]([C:28]4[CH:33]=[CH:32][C:31]([CH3:34])=[CH:30][CH:29]=4)[N:26]=[C:25]([C:35]([CH3:39])([C:37]#[CH:38])[CH3:36])[CH:24]=3)=[O:21])=[CH:11][CH:10]=2)[CH:5]=[CH:4][N:3]=1.[NH2:40][C:41]1[CH:42]=[C:43]([CH:55]=[C:56]([C:58]([F:61])([F:60])[F:59])[CH:57]=1)[C:44]([NH:46][CH2:47][CH2:48][N:49]1[CH2:54][CH2:53][O:52][CH2:51][CH2:50]1)=[O:45], predict the reaction product. The product is: [CH3:36][C:35]([C:25]1[CH:24]=[C:23]([NH:22][C:20](=[O:21])[NH:19][C:12]2[C:13]3[C:18](=[CH:17][CH:16]=[CH:15][CH:14]=3)[C:9]([O:8][C:6]3[CH:5]=[CH:4][N:3]=[C:2]([NH:40][C:41]4[CH:42]=[C:43]([CH:55]=[C:56]([C:58]([F:61])([F:60])[F:59])[CH:57]=4)[C:44]([NH:46][CH2:47][CH2:48][N:49]4[CH2:50][CH2:51][O:52][CH2:53][CH2:54]4)=[O:45])[N:7]=3)=[CH:10][CH:11]=2)[N:27]([C:28]2[CH:33]=[CH:32][C:31]([CH3:34])=[CH:30][CH:29]=2)[N:26]=1)([C:37]#[CH:38])[CH3:39]. (2) Given the reactants [Cl:1][C:2]1[CH:19]=[CH:18][CH:17]=[C:16]([Cl:20])[C:3]=1[CH2:4][N:5]1[CH2:10][CH2:9][NH:8][C:7]2[N:11]=[CH:12][C:13](I)=[CH:14][C:6]1=2.[Cl:21][C:22]1[CH:27]=[C:26](B(O)O)[CH:25]=[CH:24][N:23]=1, predict the reaction product. The product is: [Cl:21][C:22]1[CH:27]=[C:26]([C:13]2[CH:12]=[N:11][C:7]3[NH:8][CH2:9][CH2:10][N:5]([CH2:4][C:3]4[C:2]([Cl:1])=[CH:19][CH:18]=[CH:17][C:16]=4[Cl:20])[C:6]=3[CH:14]=2)[CH:25]=[CH:24][N:23]=1. (3) Given the reactants [H-].[Na+].Cl.[NH2:4][C:5]1[N:10]2[C:11]([C:15]([O:17]CC)=O)=[C:12]([CH3:14])[N:13]=[C:9]2[CH:8]=[CH:7][CH:6]=1.O, predict the reaction product. The product is: [CH3:14][C:12]1[N:13]=[C:9]2[CH:8]=[CH:7][CH:6]=[C:5]3[N:10]2[C:11]=1[C:15](=[O:17])[NH:4]3. (4) Given the reactants CC(C)([O-])C.[K+].[Br:7][C:8]1[C:12]([F:13])=[CH:11][NH:10][N:9]=1.Cl[C:15]1[CH:16]=[C:17]([C:21]([F:24])([F:23])[F:22])[N:18]=[N:19][CH:20]=1.C(O)=O, predict the reaction product. The product is: [Br:7][C:8]1[C:12]([F:13])=[CH:11][N:10]([C:15]2[CH:16]=[C:17]([C:21]([F:24])([F:23])[F:22])[N:18]=[N:19][CH:20]=2)[N:9]=1. (5) The product is: [ClH:1].[OH:2][CH:3]1[CH2:4][N:5]([C:7]2[N:12]=[CH:11][N:10]=[C:9]([N:13]3[C:17](=[O:18])[C:16]([N:19]4[CH:23]=[CH:22][N:21]=[N:20]4)=[CH:15][NH:14]3)[CH:8]=2)[CH2:6]1. Given the reactants [ClH:1].[OH:2][CH:3]1[CH2:6][N:5]([C:7]2[N:12]=[CH:11][N:10]=[C:9]([N:13]3[C:17](=[O:18])[C:16]([N:19]4[CH:23]=[CH:22][N:21]=[N:20]4)=[CH:15][NH:14]3)[CH:8]=2)[CH2:4]1, predict the reaction product. (6) Given the reactants C([O:3][C:4]([C:6]1[C:7]([CH3:32])=[C:8](C(OC(C)(C)C)=O)[NH:9][C:10]=1[CH2:11][CH2:12][CH2:13][NH:14][CH2:15][C@H:16]([OH:24])[CH2:17][N:18]1[CH2:23][CH2:22][O:21][CH2:20][CH2:19]1)=O)C.C[Al](C)C, predict the reaction product. The product is: [OH:24][C@@H:16]([CH2:17][N:18]1[CH2:23][CH2:22][O:21][CH2:20][CH2:19]1)[CH2:15][N:14]1[CH2:13][CH2:12][CH2:11][C:10]2[NH:9][CH:8]=[C:7]([CH3:32])[C:6]=2[C:4]1=[O:3]. (7) Given the reactants BrCC(C)CCCC(C)C.Br[CH2:12][CH:13]([CH3:21])[CH2:14][CH2:15][CH2:16][C:17]([CH3:20])([OH:19])[CH3:18].BrC[C:24]([CH3:32])([OH:31])CCCC(C)C.C[OH:34], predict the reaction product. The product is: [C:24]([O:34][CH2:18][C:17]([OH:19])([CH3:20])[CH2:16][CH2:15][CH2:14][CH:13]([CH3:21])[CH3:12])(=[O:31])[CH3:32].